Predict the reaction yield, written as a fraction of the theoretical maximum amount of product (1.0 means a 100% yield; for example, 0.34 means a 34% yield). From a dataset of Reaction yield outcomes from USPTO patents with 853,638 reactions. (1) The reactants are [CH3:1][C@H:2]1[CH2:11][C:9](=[O:10])[C:5](=[C:6]([CH3:8])[CH3:7])[CH2:4][CH2:3]1.C([O-])(O)=[O:13].[Na+].Cl.[CH3:18][CH2:19]OCC. The catalyst is BrBr.CC[O-].[Na+].O. The product is [CH3:1][C@@H:2]1[CH2:3][CH2:4][C:5](=[C:6]([CH3:7])[CH3:8])[CH:11]1[C:9]([O:10][CH2:18][CH3:19])=[O:13]. The yield is 0.640. (2) The reactants are Cl.[NH2:2][CH2:3][C:4]1[CH:12]=[CH:11][CH:10]=[C:9]2[C:5]=1[C:6](=[O:22])[N:7]([CH:14]1[CH2:19][CH2:18][C:17](=[O:20])[NH:16][C:15]1=[O:21])[C:8]2=[O:13].N12CCCN=C1CCCCC2.ON1C2C=CC=CC=2N=N1.[CH3:44][N:45]1[C:53]2[C:48](=[CH:49][CH:50]=[CH:51][CH:52]=2)[C:47]([CH2:54][C:55](O)=[O:56])=[CH:46]1.Cl.CN(C)CCCN=C=NCC. The catalyst is C(#N)C. The product is [O:21]=[C:15]1[CH:14]([N:7]2[C:6](=[O:22])[C:5]3[C:9](=[CH:10][CH:11]=[CH:12][C:4]=3[CH2:3][NH:2][C:55](=[O:56])[CH2:54][C:47]3[C:48]4[C:53](=[CH:52][CH:51]=[CH:50][CH:49]=4)[N:45]([CH3:44])[CH:46]=3)[C:8]2=[O:13])[CH2:19][CH2:18][C:17](=[O:20])[NH:16]1. The yield is 0.830. (3) The reactants are [NH2:1][CH2:2][C:3]1[CH:7]=[N:6][N:5]([CH2:8][C@@H:9]2[C@H:12]([NH:13][C:14](=[O:30])/[C:15](=[N:22]\[O:23][C:24]3([C:27]([OH:29])=[O:28])[CH2:26][CH2:25]3)/[C:16]3[N:17]=[C:18]([NH2:21])[S:19][CH:20]=3)[C:11](=[O:31])[N:10]2[S:32]([OH:35])(=[O:34])=[O:33])[N:4]=1.Cl.[N:37]1([C:42](N)=[NH:43])C=CC=N1.CCN(C(C)C)C(C)C. The catalyst is CN(C=O)C.C1(C)C=CC=CC=1. The product is [NH2:21][C:18]1[S:19][CH:20]=[C:16](/[C:15](=[N:22]/[O:23][C:24]2([C:27]([OH:29])=[O:28])[CH2:25][CH2:26]2)/[C:14]([NH:13][C@@H:12]2[C:11](=[O:31])[N:10]([S:32]([OH:35])(=[O:34])=[O:33])[C@@H:9]2[CH2:8][N:5]2[N:4]=[C:3]([CH2:2][NH:1][C:42]([NH2:43])=[NH:37])[CH:7]=[N:6]2)=[O:30])[N:17]=1. The yield is 0.370. (4) The reactants are Br[C:2]1[CH:7]=[CH:6][C:5]([C:8]2[N:17]=[C:16]([NH:18][C:19]3[NH:20][N:21]=[C:22]([CH3:24])[CH:23]=3)[C:15]3[C:10](=[CH:11][CH:12]=[CH:13][CH:14]=3)[N:9]=2)=[CH:4][CH:3]=1.[C:25]1(B(O)O)[CH:30]=[CH:29][CH:28]=[CH:27][CH:26]=1.C([O-])([O-])=O.[Na+].[Na+].C1(P(C2C=CC=CC=2)C2C=CC=CC=2)C=CC=CC=1. The catalyst is C1COCC1.O.C([O-])(=O)C.[Pd+2].C([O-])(=O)C. The yield is 0.510. The product is [C:2]1([C:25]2[CH:30]=[CH:29][CH:28]=[CH:27][CH:26]=2)[CH:7]=[CH:6][C:5]([C:8]2[N:17]=[C:16]([NH:18][C:19]3[NH:20][N:21]=[C:22]([CH3:24])[CH:23]=3)[C:15]3[C:10](=[CH:11][CH:12]=[CH:13][CH:14]=3)[N:9]=2)=[CH:4][CH:3]=1. (5) The reactants are [F:1][C:2]1[CH:7]=[CH:6][C:5]([C:8]2[N:9]=[N:10][N:11]([CH3:18])[C:12]=2[C:13]2[N:14]=[CH:15][NH:16][CH:17]=2)=[CH:4][CH:3]=1.Cl[C:20]1[CH:25]=[CH:24][C:23]([C:26]([F:29])([F:28])[F:27])=[CH:22][N:21]=1.C(=O)([O-])[O-].[K+].[K+].O. The catalyst is CN(C=O)C. The product is [F:1][C:2]1[CH:7]=[CH:6][C:5]([C:8]2[N:9]=[N:10][N:11]([CH3:18])[C:12]=2[C:13]2[N:14]=[CH:15][N:16]([C:20]3[CH:25]=[CH:24][C:23]([C:26]([F:29])([F:28])[F:27])=[CH:22][N:21]=3)[CH:17]=2)=[CH:4][CH:3]=1. The yield is 0.840. (6) The reactants are [CH3:1][O:2][C:3]1[CH:4]=[C:5]([NH:15][C:16]2[N:20]=[C:19]([NH2:21])[NH:18][N:17]=2)[CH:6]=[CH:7][C:8]=1[N:9]1[CH:13]=[C:12]([CH3:14])[N:11]=[CH:10]1.[CH3:22][C:23]([CH3:31])([C:25](=O)[CH2:26][C:27](=[O:29])[CH3:28])[CH3:24]. The catalyst is C(O)(=O)C. The product is [C:3]([OH:2])(=[O:29])[CH3:4].[C:23]([C:25]1[N:18]2[N:17]=[C:16]([NH:15][C:5]3[CH:6]=[CH:7][C:8]([N:9]4[CH:13]=[C:12]([CH3:14])[N:11]=[CH:10]4)=[C:3]([O:2][CH3:1])[CH:4]=3)[N:20]=[C:19]2[N:21]=[C:27]([CH3:28])[CH:26]=1)([CH3:31])([CH3:24])[CH3:22]. The yield is 0.440. (7) The reactants are [CH3:1][O:2][CH:3]([O:6][CH3:7])[CH2:4]Cl.[C:8]([O-:16])(=[O:15])[C:9]1[CH:14]=[CH:13][CH:12]=[CH:11][CH:10]=1.[K+].[I-].[K+].CN(C)C=O. The catalyst is C(OCC)(=O)C.O. The product is [CH3:1][O:2][CH:3]([O:6][CH3:7])[CH2:4][O:16][C:8](=[O:15])[C:9]1[CH:14]=[CH:13][CH:12]=[CH:11][CH:10]=1. The yield is 0.720.